Dataset: Full USPTO retrosynthesis dataset with 1.9M reactions from patents (1976-2016). Task: Predict the reactants needed to synthesize the given product. The reactants are: [H-].[Na+].[C:3]1([CH2:9][C:10]#[N:11])[CH:8]=[CH:7][CH:6]=[CH:5][CH:4]=1.Br[CH2:13][CH2:14][CH2:15][CH2:16][CH3:17]. Given the product [C:3]1([CH:9]([CH2:13][CH2:14][CH2:15][CH2:16][CH3:17])[C:10]#[N:11])[CH:8]=[CH:7][CH:6]=[CH:5][CH:4]=1, predict the reactants needed to synthesize it.